From a dataset of Full USPTO retrosynthesis dataset with 1.9M reactions from patents (1976-2016). Predict the reactants needed to synthesize the given product. (1) Given the product [CH:17]1([C:23]2[CH:28]=[CH:27][C:26]([C:29]3[O:33][C:32]([CH:34]=[C:6]4[S:5][C:4](=[S:7])[N:3]([CH:8]5[CH2:13][CH2:12][CH2:11][CH:10]([C:14]([OH:16])=[O:15])[CH2:9]5)[C:2]4=[O:1])=[CH:31][CH:30]=3)=[CH:25][CH:24]=2)[CH2:18][CH2:19][CH2:20][CH2:21][CH2:22]1, predict the reactants needed to synthesize it. The reactants are: [O:1]=[C:2]1[CH2:6][S:5][C:4](=[S:7])[N:3]1[CH:8]1[CH2:13][CH2:12][CH2:11][CH:10]([C:14]([OH:16])=[O:15])[CH2:9]1.[CH:17]1([C:23]2[CH:28]=[CH:27][C:26]([C:29]3[O:33][C:32]([CH:34]=O)=[CH:31][CH:30]=3)=[CH:25][CH:24]=2)[CH2:22][CH2:21][CH2:20][CH2:19][CH2:18]1.C(O)C. (2) Given the product [O:14]=[C:4]1[CH:3]([CH2:2][O:1][C:32](=[O:33])[NH:31][S:28]([C:25]2[CH:26]=[CH:27][C:22]([CH3:34])=[CH:23][CH:24]=2)(=[O:29])=[O:30])[CH2:9][CH2:8][S:7][C:6]2[CH:10]=[CH:11][CH:12]=[CH:13][C:5]1=2, predict the reactants needed to synthesize it. The reactants are: [OH:1][CH2:2][CH:3]1[CH2:9][CH2:8][S:7][C:6]2[CH:10]=[CH:11][CH:12]=[CH:13][C:5]=2[C:4]1=[O:14].C(N(CC)CC)C.[C:22]1([CH3:34])[CH:27]=[CH:26][C:25]([S:28]([N:31]=[C:32]=[O:33])(=[O:30])=[O:29])=[CH:24][CH:23]=1. (3) The reactants are: [CH2:1]([CH:3]([CH2:6][CH3:7])[CH:4]=O)[CH3:2].[NH2:8][C:9]1[CH:10]=[C:11](/[CH:15]=[CH:16]/[CH2:17][NH:18][C:19](=[O:24])[C:20]([F:23])([F:22])[F:21])[CH:12]=[CH:13][CH:14]=1. Given the product [CH2:1]([CH:3]([CH2:6][CH3:7])[CH2:4][NH:8][C:9]1[CH:10]=[C:11]([CH2:15][CH2:16][CH2:17][NH:18][C:19](=[O:24])[C:20]([F:21])([F:22])[F:23])[CH:12]=[CH:13][CH:14]=1)[CH3:2], predict the reactants needed to synthesize it. (4) Given the product [OH:18][C@H:15]1[CH2:16][CH2:17][C@@:12]([C@H:11]2[CH2:10][CH2:9][C@@:8]3([CH3:22])[C@@H:4]([CH2:5][CH2:6][C:7]3=[CH2:23])[C@@H:3]2[CH2:2][NH:1][C:63](=[O:64])[C:58]2[CH:59]=[CH:60][CH:61]=[CH:62][N:57]=2)([CH3:21])[C@@H:13]([CH2:19][OH:20])[CH2:14]1, predict the reactants needed to synthesize it. The reactants are: [NH2:1][CH2:2][C@@H:3]1[C@@H:11]([C@@:12]2([CH3:21])[CH2:17][CH2:16][C@H:15]([OH:18])[CH2:14][C@@H:13]2[CH2:19][OH:20])[CH2:10][CH2:9][C@@:8]2([CH3:22])[C@H:4]1[CH2:5][CH2:6][C:7]2=[CH2:23].C1CN([P+](ON2N=NC3C=CC=CC2=3)(N2CCCC2)N2CCCC2)CC1.F[P-](F)(F)(F)(F)F.[N:57]1[CH:62]=[CH:61][CH:60]=[CH:59][C:58]=1[C:63](O)=[O:64].CCN(C(C)C)C(C)C. (5) The reactants are: [N:1]([C@H:4](/[C:31](/[CH3:39])=[CH:32]/[C:33]1[N:34]=[C:35]([CH3:38])[S:36][CH:37]=1)[CH2:5][C@@H:6]1[O:30][C@:7]1([CH3:29])[CH2:8][CH2:9][C:10](=[O:28])[C@H:11]([CH3:27])[C@H:12]([OH:26])[C@@H:13]([CH3:25])[C:14](=[O:24])[C:15]([CH3:23])([CH3:22])[C@@H:16]([OH:21])[CH2:17][C:18]([OH:20])=[O:19])=[N+]=[N-].COP(OC)OC. Given the product [NH2:1][C@H:4](/[C:31](/[CH3:39])=[CH:32]/[C:33]1[N:34]=[C:35]([CH3:38])[S:36][CH:37]=1)[CH2:5][C@@H:6]1[O:30][C@:7]1([CH3:29])[CH2:8][CH2:9][C:10](=[O:28])[C@H:11]([CH3:27])[C@H:12]([OH:26])[C@@H:13]([CH3:25])[C:14](=[O:24])[C:15]([CH3:22])([CH3:23])[C@@H:16]([OH:21])[CH2:17][C:18]([OH:20])=[O:19], predict the reactants needed to synthesize it. (6) Given the product [NH:18]1[C:19]2[C:15](=[CH:14][C:13]([NH:12][C:8]3[CH:7]=[CH:6][N:5]=[C:4]4[CH:3]=[C:2]([C:22]5[CH:27]=[CH:26][CH:25]=[CH:24][CH:23]=5)[S:10][C:9]=34)=[CH:21][CH:20]=2)[CH:16]=[CH:17]1, predict the reactants needed to synthesize it. The reactants are: Br[C:2]1[S:10][C:9]2[C:4](=[N:5][CH:6]=[CH:7][C:8]=2Cl)[CH:3]=1.[NH2:12][C:13]1[CH:14]=[C:15]2[C:19](=[CH:20][CH:21]=1)[NH:18][CH:17]=[CH:16]2.[C:22]1(B(O)O)[CH:27]=[CH:26][CH:25]=[CH:24][CH:23]=1.